Task: Regression. Given a peptide amino acid sequence and an MHC pseudo amino acid sequence, predict their binding affinity value. This is MHC class II binding data.. Dataset: Peptide-MHC class II binding affinity with 134,281 pairs from IEDB The peptide sequence is VQNTVEDLKLNTLGR. The MHC is DRB1_1101 with pseudo-sequence DRB1_1101. The binding affinity (normalized) is 0.199.